From a dataset of Peptide-MHC class II binding affinity with 134,281 pairs from IEDB. Regression. Given a peptide amino acid sequence and an MHC pseudo amino acid sequence, predict their binding affinity value. This is MHC class II binding data. (1) The peptide sequence is LANAGRSSGSRRPLG. The MHC is H-2-IAb with pseudo-sequence H-2-IAb. The binding affinity (normalized) is 0.209. (2) The peptide sequence is KLSDLIIADISTAQE. The MHC is HLA-DQA10102-DQB10602 with pseudo-sequence HLA-DQA10102-DQB10602. The binding affinity (normalized) is 0.187. (3) The peptide sequence is LIGLRIVFAVLSIVNRVRQG. The MHC is HLA-DQA10101-DQB10501 with pseudo-sequence HLA-DQA10101-DQB10501. The binding affinity (normalized) is 0.247. (4) The peptide sequence is GGLPLAGAGGAGAGP. The MHC is HLA-DQA10501-DQB10301 with pseudo-sequence HLA-DQA10501-DQB10301. The binding affinity (normalized) is 0.679. (5) The peptide sequence is YRSLQPEEFAVVDLS. The MHC is DRB1_0901 with pseudo-sequence DRB1_0901. The binding affinity (normalized) is 0.468.